Dataset: Full USPTO retrosynthesis dataset with 1.9M reactions from patents (1976-2016). Task: Predict the reactants needed to synthesize the given product. (1) Given the product [CH2:30]([O:32][C:2]1[N:7]=[C:6]2[N:8]([C:17]3[S:18][CH:19]=[C:20]([C:22]([OH:24])=[O:23])[N:21]=3)[N:9]=[C:10]([C:11]3[CH:12]=[CH:13][CH:14]=[CH:15][CH:16]=3)[C:5]2=[CH:4][CH:3]=1)[CH3:31], predict the reactants needed to synthesize it. The reactants are: Cl[C:2]1[N:7]=[C:6]2[N:8]([C:17]3[S:18][CH:19]=[C:20]([C:22]([O:24]CC)=[O:23])[N:21]=3)[N:9]=[C:10]([C:11]3[CH:16]=[CH:15][CH:14]=[CH:13][CH:12]=3)[C:5]2=[CH:4][CH:3]=1.[OH-].[Na+].Cl.[CH2:30]([OH:32])[CH3:31]. (2) Given the product [C:1]([N:5]1[C:12](=[O:22])[CH2:11][O:10][C:6]1=[O:9])([CH3:4])([CH3:3])[CH3:2], predict the reactants needed to synthesize it. The reactants are: [C:1]([NH2:5])([CH3:4])([CH3:3])[CH3:2].[C:6]([O:10][CH2:11][CH3:12])(=[O:9])CO.C[O-].[Na+].C1N=CN(C(N2C=NC=C2)=[O:22])C=1. (3) Given the product [Cl:1][C:2]1[CH:3]=[C:4]([CH2:5][C:10]#[N:11])[CH:7]=[CH:8][CH:9]=1, predict the reactants needed to synthesize it. The reactants are: [Cl:1][C:2]1[CH:3]=[C:4]([CH:7]=[CH:8][CH:9]=1)[CH2:5]Br.[C-:10]#[N:11].[Na+]. (4) Given the product [Cl:23][C:19]1[CH:18]=[C:17]([C:15]2[CH:16]=[C:4]3[N:3]=[C:2]([NH:31][N:32]=[CH:22][C:17]4[CH:15]=[CH:16][CH:4]=[C:33]([CH3:34])[CH:18]=4)[CH:7]=[C:6]([N:8]4[CH2:13][CH2:12][O:11][CH2:10][CH2:9]4)[N:5]3[N:14]=2)[CH:22]=[CH:21][CH:20]=1, predict the reactants needed to synthesize it. The reactants are: Cl[C:2]1[CH:7]=[C:6]([N:8]2[CH2:13][CH2:12][O:11][CH2:10][CH2:9]2)[N:5]2[N:14]=[C:15]([C:17]3[CH:22]=[CH:21][CH:20]=[C:19]([Cl:23])[CH:18]=3)[CH:16]=[C:4]2[N:3]=1.C(=O)([O-])[O-].[K+].[K+].O.[NH2:31][NH2:32].[CH2:33](O)[CH3:34].